This data is from Full USPTO retrosynthesis dataset with 1.9M reactions from patents (1976-2016). The task is: Predict the reactants needed to synthesize the given product. (1) Given the product [S:1](=[O:26])(=[O:25])([O:3][CH2:4][C@@H:5]1[C@@H:12]2[C@@H:8]([O:9][C:10]([CH3:14])([CH3:13])[O:11]2)[C@H:7]([N:15]2[CH:23]=[N:22][C:21]3[C:16]2=[N:17][CH:18]=[N:19][C:20]=3[C:37]#[C:36][C:38]2[CH:43]=[CH:42][CH:41]=[CH:40][C:39]=2[C:44]([F:45])([F:46])[F:47])[O:6]1)[NH2:2], predict the reactants needed to synthesize it. The reactants are: [S:1](=[O:26])(=[O:25])([O:3][CH2:4][C@@H:5]1[C@@H:12]2[C@@H:8]([O:9][C:10]([CH3:14])([CH3:13])[O:11]2)[C@H:7]([N:15]2[CH:23]=[N:22][C:21]3[C:16]2=[N:17][CH:18]=[N:19][C:20]=3I)[O:6]1)[NH2:2].CCN(C(C)C)C(C)C.[C:36]([C:38]1[CH:43]=[CH:42][CH:41]=[CH:40][C:39]=1[C:44]([F:47])([F:46])[F:45])#[CH:37]. (2) Given the product [CH:1]([S:4]([N:7]1[C:11]2[CH:12]=[C:13]([C:36]#[C:35][C:29]3[CH:34]=[CH:33][CH:32]=[CH:31][CH:30]=3)[CH:14]=[CH:15][C:10]=2[N:9]=[C:8]1[NH2:17])(=[O:6])=[O:5])([CH3:3])[CH3:2], predict the reactants needed to synthesize it. The reactants are: [CH:1]([S:4]([N:7]1[C:11]2[CH:12]=[C:13](I)[CH:14]=[CH:15][C:10]=2[N:9]=[C:8]1[NH2:17])(=[O:6])=[O:5])([CH3:3])[CH3:2].CS(C)=O.C(N(CC)CC)C.[C:29]1([C:35]#[CH:36])[CH:34]=[CH:33][CH:32]=[CH:31][CH:30]=1. (3) Given the product [CH3:34][O:33][C:30]1[CH:29]=[CH:28][C:27]([C:4]2[CH:5]=[CH:6][C:7]([C:8]([NH:10][C@H:11]([C:20]([O:22][C:23]([CH3:25])([CH3:26])[CH3:24])=[O:21])[CH2:12][C:13]([O:15][C:16]([CH3:17])([CH3:18])[CH3:19])=[O:14])=[O:9])=[C:2]([NH:1][C:36]([NH:35][C:38]3[C:39]([CH3:46])=[CH:40][C:41]([CH3:45])=[CH:42][C:43]=3[CH3:44])=[O:37])[CH:3]=2)=[CH:32][CH:31]=1, predict the reactants needed to synthesize it. The reactants are: [NH2:1][C:2]1[CH:3]=[C:4]([C:27]2[CH:32]=[CH:31][C:30]([O:33][CH3:34])=[CH:29][CH:28]=2)[CH:5]=[CH:6][C:7]=1[C:8]([NH:10][C@H:11]([C:20]([O:22][C:23]([CH3:26])([CH3:25])[CH3:24])=[O:21])[CH2:12][C:13]([O:15][C:16]([CH3:19])([CH3:18])[CH3:17])=[O:14])=[O:9].[N:35]([C:38]1[C:43]([CH3:44])=[CH:42][C:41]([CH3:45])=[CH:40][C:39]=1[CH3:46])=[C:36]=[O:37]. (4) Given the product [Br:1][C:2]1[CH:10]=[C:9]2[C:5]([CH:6]=[CH:7][N:8]2[Si:14]([CH:21]([CH3:23])[CH3:22])([CH:18]([CH3:20])[CH3:19])[CH:15]([CH3:17])[CH3:16])=[CH:4][CH:3]=1, predict the reactants needed to synthesize it. The reactants are: [Br:1][C:2]1[CH:10]=[C:9]2[C:5]([CH:6]=[CH:7][NH:8]2)=[CH:4][CH:3]=1.[H-].[Na+].Cl[Si:14]([CH:21]([CH3:23])[CH3:22])([CH:18]([CH3:20])[CH3:19])[CH:15]([CH3:17])[CH3:16].C(=O)(O)[O-].[Na+].